This data is from Full USPTO retrosynthesis dataset with 1.9M reactions from patents (1976-2016). The task is: Predict the reactants needed to synthesize the given product. (1) The reactants are: [N+:1]([C:4]1[CH:12]=[CH:11][CH:10]=[C:9]2[C:5]=1[CH:6]=[N:7][NH:8]2)([O-])=O.[BH4-].[Na+]. Given the product [NH:8]1[C:9]2[CH:10]=[CH:11][CH:12]=[C:4]([NH2:1])[C:5]=2[CH:6]=[N:7]1, predict the reactants needed to synthesize it. (2) Given the product [CH3:14][O:13][C:11](=[O:12])[CH2:10][CH2:9][CH2:8][CH2:7][N:6]([CH2:15][C:16]1[CH:17]=[CH:18][C:19]([C:20]([O:22][CH3:23])=[O:21])=[CH:24][CH:25]=1)[CH2:5][CH2:4][C:3]1[CH:26]=[CH:27][CH:28]=[CH:29][C:2]=1[O:1][CH2:31][C:32]1[CH:37]=[CH:36][C:35](/[CH:38]=[CH:39]/[C:40]2[CH:45]=[CH:44][CH:43]=[CH:42][CH:41]=2)=[CH:34][CH:33]=1, predict the reactants needed to synthesize it. The reactants are: [OH:1][C:2]1[CH:29]=[CH:28][CH:27]=[CH:26][C:3]=1[CH2:4][CH2:5][N:6]([CH2:15][C:16]1[CH:25]=[CH:24][C:19]([C:20]([O:22][CH3:23])=[O:21])=[CH:18][CH:17]=1)[CH2:7][CH2:8][CH2:9][CH2:10][C:11]([O:13][CH3:14])=[O:12].Cl[CH2:31][C:32]1[CH:37]=[CH:36][C:35]([CH:38]=[CH:39][C:40]2[CH:45]=[CH:44][CH:43]=[CH:42][CH:41]=2)=[CH:34][CH:33]=1.C(=O)([O-])[O-].[K+].[K+]. (3) Given the product [I:15][C:10]1[C:11](=[O:14])[O:12][CH2:13][C:9]=1[C:6]1[CH:7]=[CH:8][C:3]([S:2][CH3:1])=[CH:4][CH:5]=1, predict the reactants needed to synthesize it. The reactants are: [CH3:1][S:2][C:3]1[CH:8]=[CH:7][C:6]([C:9]2[CH2:13][O:12][C:11](=[O:14])[CH:10]=2)=[CH:5][CH:4]=1.[I:15]I.